Dataset: Reaction yield outcomes from USPTO patents with 853,638 reactions. Task: Predict the reaction yield, written as a fraction of the theoretical maximum amount of product (1.0 means a 100% yield; for example, 0.34 means a 34% yield). (1) The reactants are Br[C:2]1[CH:7]=[CH:6][C:5]([CH3:8])=[CH:4][N:3]=1.[NH:9]1[CH2:14][CH2:13][CH:12]([NH:15][C:16](=[O:22])[O:17][C:18]([CH3:21])([CH3:20])[CH3:19])[CH2:11][CH2:10]1.C1CCN2C(=NCCC2)CC1.CCOC(C)=O. The catalyst is CS(C)=O. The product is [CH3:8][C:5]1[CH:6]=[CH:7][C:2]([N:9]2[CH2:10][CH2:11][CH:12]([NH:15][C:16](=[O:22])[O:17][C:18]([CH3:20])([CH3:19])[CH3:21])[CH2:13][CH2:14]2)=[N:3][CH:4]=1. The yield is 0.140. (2) The reactants are [CH3:1][C:2]1[N:3]([CH:14]2[CH2:19][CH2:18][O:17][CH2:16][CH2:15]2)[C:4]([C:7]2[CH:12]=[CH:11][N:10]=[C:9]([NH2:13])[N:8]=2)=[CH:5][N:6]=1.Br[C:21]1[CH:26]=[CH:25][C:24]([S:27]([N:30]2[CH2:36][CH2:35][CH2:34][N:33]([CH3:37])[CH2:32][CH2:31]2)(=[O:29])=[O:28])=[CH:23][CH:22]=1.C([O-])([O-])=O.[Cs+].[Cs+].CC(C1C=C(C(C)C)C(C2C=CC=CC=2P(C2CCCCC2)C2CCCCC2)=C(C(C)C)C=1)C. The catalyst is C1C=CC(/C=C/C(/C=C/C2C=CC=CC=2)=O)=CC=1.C1C=CC(/C=C/C(/C=C/C2C=CC=CC=2)=O)=CC=1.C1C=CC(/C=C/C(/C=C/C2C=CC=CC=2)=O)=CC=1.[Pd].[Pd]. The product is [CH3:37][N:33]1[CH2:34][CH2:35][CH2:36][N:30]([S:27]([C:24]2[CH:25]=[CH:26][C:21]([NH:13][C:9]3[N:8]=[C:7]([C:4]4[N:3]([CH:14]5[CH2:19][CH2:18][O:17][CH2:16][CH2:15]5)[C:2]([CH3:1])=[N:6][CH:5]=4)[CH:12]=[CH:11][N:10]=3)=[CH:22][CH:23]=2)(=[O:28])=[O:29])[CH2:31][CH2:32]1. The yield is 0.150.